Predict the reaction yield, written as a fraction of the theoretical maximum amount of product (1.0 means a 100% yield; for example, 0.34 means a 34% yield). From a dataset of Reaction yield outcomes from USPTO patents with 853,638 reactions. (1) The reactants are [CH2:1]([N:8]1[CH:12]=[C:11]([C:13](OCC)=[O:14])[C:10]([O:18][CH2:19][C:20]2[CH:25]=[CH:24][CH:23]=[C:22]([O:26][CH2:27][C:28]3[N:29]=[C:30]([C:34]4[O:35][CH:36]=[CH:37][CH:38]=4)[O:31][C:32]=3[CH3:33])[CH:21]=2)=[N:9]1)[C:2]1[CH:7]=[CH:6][CH:5]=[CH:4][CH:3]=1.[H-].[Al+3].[Li+].[H-].[H-].[H-].O.O.O.O.O.O.O.O.O.O.S([O-])([O-])(=O)=O.[Na+].[Na+]. The catalyst is O1CCCC1.C(OCC)(=O)C. The product is [CH2:1]([N:8]1[CH:12]=[C:11]([CH2:13][OH:14])[C:10]([O:18][CH2:19][C:20]2[CH:25]=[CH:24][CH:23]=[C:22]([O:26][CH2:27][C:28]3[N:29]=[C:30]([C:34]4[O:35][CH:36]=[CH:37][CH:38]=4)[O:31][C:32]=3[CH3:33])[CH:21]=2)=[N:9]1)[C:2]1[CH:7]=[CH:6][CH:5]=[CH:4][CH:3]=1. The yield is 0.900. (2) The catalyst is C1(C)C=CC=CC=1. The yield is 0.910. The product is [NH2:1][CH:2]([CH:3]([OH:4])[CH3:5])[C:6]([O:8][CH2:20][CH2:19][CH2:18][CH2:17][CH2:16][CH2:15][CH2:14][CH2:13][CH2:12][CH2:11][CH2:10][CH3:9])=[O:7]. The reactants are [NH2:1][CH:2]([C:6]([OH:8])=[O:7])[CH:3]([CH3:5])[OH:4].[CH2:9](O)[CH2:10][CH2:11][CH2:12][CH2:13][CH2:14][CH2:15][CH2:16][CH2:17][CH2:18][CH2:19][CH3:20].CC1C=CC(S(O)(=O)=O)=CC=1.